Dataset: Forward reaction prediction with 1.9M reactions from USPTO patents (1976-2016). Task: Predict the product of the given reaction. (1) Given the reactants [Cl:1][C:2]1[CH:3]=[CH:4][C:5]([F:37])=[C:6]([C:8]2[CH:13]=[CH:12][C:11]([CH2:14][N:15]([CH2:31][C@@H:32]([OH:36])[C:33]([OH:35])=[O:34])[NH:16][C:17]([C:19]3[NH:23][C:22](=[O:24])[N:21]([C:25]4[CH:30]=[CH:29][CH:28]=[CH:27][CH:26]=4)[N:20]=3)=[O:18])=[CH:10][CH:9]=2)[CH:7]=1.[C:38](=[O:46])([O:42][CH:43]([CH3:45])[CH3:44])[O:39][CH2:40]Cl.[Na+].[I-].CC1C=CC=C(C)N=1, predict the reaction product. The product is: [CH:43]([O:42][C:38]([O:39][CH2:40][O:34][C:33](=[O:35])[C@H:32]([OH:36])[CH2:31][N:15]([CH2:14][C:11]1[CH:10]=[CH:9][C:8]([C:6]2[CH:7]=[C:2]([Cl:1])[CH:3]=[CH:4][C:5]=2[F:37])=[CH:13][CH:12]=1)[NH:16][C:17]([C:19]1[NH:23][C:22](=[O:24])[N:21]([C:25]2[CH:30]=[CH:29][CH:28]=[CH:27][CH:26]=2)[N:20]=1)=[O:18])=[O:46])([CH3:45])[CH3:44]. (2) Given the reactants [CH3:1][N:2]([C:4]([O:6][C:7]([CH3:10])([CH3:9])[CH3:8])=[O:5])[NH2:3].[CH2:11]([O:18][C:19](Cl)=[O:20])[C:12]1[CH:17]=[CH:16][CH:15]=[CH:14][CH:13]=1, predict the reaction product. The product is: [CH3:1][N:2]([C:4]([O:6][C:7]([CH3:10])([CH3:9])[CH3:8])=[O:5])[NH:3][C:19]([O:18][CH2:11][C:12]1[CH:17]=[CH:16][CH:15]=[CH:14][CH:13]=1)=[O:20]. (3) Given the reactants Cl.[CH3:2][S:3]([C:6]1[CH:11]=[CH:10][C:9]([C:12]2[CH:13]=[CH:14][C:15]([CH2:18][O:19][CH:20]3[CH2:25][CH2:24][N:23]([C:26]([O:28][C:29]([CH3:32])(C)[CH3:30])=[O:27])[CH2:22][CH2:21]3)=[N:16][CH:17]=2)=[CH:8][CH:7]=1)(=[O:5])=[O:4].C(N(CC)CC)C.C(Cl)(O[C:43]([O:45][C:46]1[CH:51]=[CH:51][C:46]([O:45][CH3:43])=[CH:47][CH:47]=1)=O)=O, predict the reaction product. The product is: [CH3:2][S:3]([C:6]1[CH:7]=[CH:8][C:9]([C:12]2[CH:13]=[CH:14][C:15]([CH2:18][O:19][CH:20]3[CH2:25][CH2:24][N:23]([C:26]([O:28][C:29]4[CH:32]=[CH:51][C:46]([O:45][CH3:43])=[CH:47][CH:30]=4)=[O:27])[CH2:22][CH2:21]3)=[N:16][CH:17]=2)=[CH:10][CH:11]=1)(=[O:4])=[O:5].